From a dataset of Human liver microsome stability data. Regression/Classification. Given a drug SMILES string, predict its absorption, distribution, metabolism, or excretion properties. Task type varies by dataset: regression for continuous measurements (e.g., permeability, clearance, half-life) or binary classification for categorical outcomes (e.g., BBB penetration, CYP inhibition). Dataset: hlm. The compound is O=C(NCCc1nc(-c2cccc(F)c2)cs1)c1ccccc1. The result is 1 (stable in human liver microsomes).